Dataset: Full USPTO retrosynthesis dataset with 1.9M reactions from patents (1976-2016). Task: Predict the reactants needed to synthesize the given product. Given the product [Cl-:33].[CH2:7]([NH:8][C:9](=[O:10])[CH2:11][C:12]1[NH+:17]=[CH:16][C:15]([C:18]2[CH:23]=[CH:22][C:21]([O:24][CH2:25][CH2:26][NH+:27]3[CH2:32][CH2:31][O:30][CH2:29][CH2:28]3)=[CH:20][CH:19]=2)=[CH:14][CH:13]=1)[C:4]1[CH:3]=[CH:2][CH:1]=[CH:6][CH:5]=1.[Cl-:33], predict the reactants needed to synthesize it. The reactants are: [CH:1]1[CH:2]=[CH:3][C:4]([CH2:7][NH:8][C:9]([CH2:11][C:12]2[CH:13]=[CH:14][C:15]([C:18]3[CH:19]=[CH:20][C:21]([O:24][CH2:25][CH2:26][N:27]4[CH2:32][CH2:31][O:30][CH2:29][CH2:28]4)=[CH:22][CH:23]=3)=[CH:16][N:17]=2)=[O:10])=[CH:5][CH:6]=1.[ClH:33].CCOC(C)=O.CCCCCCC.